This data is from Catalyst prediction with 721,799 reactions and 888 catalyst types from USPTO. The task is: Predict which catalyst facilitates the given reaction. (1) Reactant: [CH3:1][O:2][C:3]1[CH:4]=[C:5]2[C:10](=[CH:11][C:12]=1[N+:13]([O-:15])=[O:14])[NH:9][C:8](=O)[CH2:7][CH2:6]2.[H-].[Na+].P(Cl)(OCC)(OCC)=O.[N+:28]([CH2:30][C:31]([O:33][CH2:34][CH3:35])=[O:32])#[C-:29].C(O)(=O)CC(CC(O)=O)(C(O)=O)O. Product: [CH3:1][O:2][C:3]1[CH:4]=[C:5]2[C:10](=[CH:11][C:12]=1[N+:13]([O-:15])=[O:14])[N:9]1[CH:29]=[N:28][C:30]([C:31]([O:33][CH2:34][CH3:35])=[O:32])=[C:8]1[CH2:7][CH2:6]2. The catalyst class is: 1. (2) Reactant: C([Li])CCC.[Br:6][C:7]1[CH:8]=[N:9][CH:10]=[CH:11][CH:12]=1.[CH3:13][C:14]([CH3:16])=[O:15].C(OC(=O)C)C. Product: [Br:6][C:7]1[CH:8]=[N:9][CH:10]=[CH:11][C:12]=1[C:14]([OH:15])([CH3:16])[CH3:13]. The catalyst class is: 134. (3) Reactant: [Cl:1][C:2]1[CH:3]=[C:4]([C:17]([NH:19][CH:20]2[CH2:29][CH2:28][CH2:27][C:26]3[CH:25]=[C:24]([C:30]([O:32]C)=[O:31])[CH:23]=[CH:22][C:21]2=3)=[O:18])[C:5]([O:8][C:9]2[CH:14]=[CH:13][C:12]([F:15])=[C:11]([F:16])[CH:10]=2)=[N:6][CH:7]=1.CO.[OH-].[Na+].Cl. Product: [Cl:1][C:2]1[CH:3]=[C:4]([C:17]([NH:19][CH:20]2[CH2:29][CH2:28][CH2:27][C:26]3[CH:25]=[C:24]([C:30]([OH:32])=[O:31])[CH:23]=[CH:22][C:21]2=3)=[O:18])[C:5]([O:8][C:9]2[CH:14]=[CH:13][C:12]([F:15])=[C:11]([F:16])[CH:10]=2)=[N:6][CH:7]=1. The catalyst class is: 1. (4) Reactant: Cl[C:2]1[C:7]([C:8]#[N:9])=[C:6]([NH:10][CH2:11][CH2:12][OH:13])[N:5]=[C:4]([NH:14][CH2:15][CH2:16][OH:17])[N:3]=1.Cl.Cl.[C:20]1([CH3:32])[CH:25]=[CH:24][CH:23]=[CH:22][C:21]=1[N:26]1[CH2:31][CH2:30][NH:29][CH2:28][CH2:27]1.C(N(C(C)C)C(C)C)C. Product: [OH:17][CH2:16][CH2:15][NH:14][C:4]1[N:5]=[C:6]([NH:10][CH2:11][CH2:12][OH:13])[C:7]([C:8]#[N:9])=[C:2]([N:29]2[CH2:30][CH2:31][N:26]([C:21]3[CH:22]=[CH:23][CH:24]=[CH:25][C:20]=3[CH3:32])[CH2:27][CH2:28]2)[N:3]=1. The catalyst class is: 12. (5) Reactant: O[CH2:2][C:3]1[N:4]=[C:5]2[C:10](=[N:11][CH:12]=1)[N:9]=[CH:8][N:7]=[CH:6]2.[Br:13]Br.C1(P(C2C=CC=CC=2)C2C=CC=CC=2)C=CC=CC=1. Product: [Br:13][CH2:2][C:3]1[N:4]=[C:5]2[C:10](=[N:11][CH:12]=1)[N:9]=[CH:8][N:7]=[CH:6]2. The catalyst class is: 44. (6) Reactant: Cl.[C:2]([O:6][C:7](=[O:10])[CH2:8][NH2:9])([CH3:5])([CH3:4])[CH3:3].[NH:11](C(OCC1C2C(=CC=CC=2)C2C1=CC=CC=2)=O)[CH2:12][C:13](O)=[O:14].CCN(C(C)C)C(C)C.CN(C(ON1N=NC2C=CC=NC1=2)=[N+](C)C)C.F[P-](F)(F)(F)(F)F. Product: [NH2:11][CH2:12][C:13]([NH:9][CH2:8][C:7]([O:6][C:2]([CH3:5])([CH3:4])[CH3:3])=[O:10])=[O:14]. The catalyst class is: 96. (7) Reactant: Br[C:2]1[C:3]([C:8]#[N:9])=[N:4][CH:5]=[CH:6][CH:7]=1.[Br:10][C:11]1[CH:12]=[C:13]([CH:17]=[CH:18][CH:19]=1)[C:14](Cl)=[O:15]. The catalyst class is: 324. Product: [Br:10][C:11]1[CH:12]=[C:13]([CH:17]=[CH:18][CH:19]=1)[C:14]([C:2]1[C:3]([C:8]#[N:9])=[N:4][CH:5]=[CH:6][CH:7]=1)=[O:15]. (8) Reactant: [CH2:1]([OH:5])[CH2:2][CH2:3][CH3:4].C(N(C(C)C)CC)(C)C.[CH:15]([S:17](Cl)(=[O:19])=[O:18])=[CH2:16]. Product: [CH2:1]([O:5][S:17]([CH2:15][CH3:16])(=[O:19])=[O:18])[CH2:2][CH2:3][CH3:4]. The catalyst class is: 2. (9) Reactant: [Cl:1][C:2]1[CH:7]=[CH:6][C:5]([C:8]2[N:12]([CH2:13][C:14]3[CH:19]=[CH:18][CH:17]=[C:16]([F:20])[CH:15]=3)[C:11](=[O:21])[N:10]([CH2:22][C:23]([O:25]C)=[O:24])[N:9]=2)=[C:4]([O:27][CH3:28])[CH:3]=1.[OH-].[Li+].O. The catalyst class is: 5. Product: [Cl:1][C:2]1[CH:7]=[CH:6][C:5]([C:8]2[N:12]([CH2:13][C:14]3[CH:19]=[CH:18][CH:17]=[C:16]([F:20])[CH:15]=3)[C:11](=[O:21])[N:10]([CH2:22][C:23]([OH:25])=[O:24])[N:9]=2)=[C:4]([O:27][CH3:28])[CH:3]=1.